From a dataset of Peptide-MHC class II binding affinity with 134,281 pairs from IEDB. Regression. Given a peptide amino acid sequence and an MHC pseudo amino acid sequence, predict their binding affinity value. This is MHC class II binding data. The peptide sequence is GRWDGEEEVQLIAAV. The MHC is DRB1_1301 with pseudo-sequence DRB1_1301. The binding affinity (normalized) is 0.